Dataset: Ames mutagenicity test results for genotoxicity prediction. Task: Regression/Classification. Given a drug SMILES string, predict its toxicity properties. Task type varies by dataset: regression for continuous values (e.g., LD50, hERG inhibition percentage) or binary classification for toxic/non-toxic outcomes (e.g., AMES mutagenicity, cardiotoxicity, hepatotoxicity). Dataset: ames. (1) The drug is CC(=O)OO. The result is 0 (non-mutagenic). (2) The compound is COc1ccc(N(CCCl)CCCl)c2cc([N+](=O)[O-])oc12. The result is 1 (mutagenic). (3) The compound is CC1=Nc2ccccc2C1(C)C. The result is 0 (non-mutagenic).